The task is: Regression. Given two drug SMILES strings and cell line genomic features, predict the synergy score measuring deviation from expected non-interaction effect.. This data is from NCI-60 drug combinations with 297,098 pairs across 59 cell lines. (1) Drug 1: C1=C(C(=O)NC(=O)N1)N(CCCl)CCCl. Drug 2: CC1=C(C(CCC1)(C)C)C=CC(=CC=CC(=CC(=O)O)C)C. Cell line: SNB-75. Synergy scores: CSS=25.8, Synergy_ZIP=-9.04, Synergy_Bliss=-0.954, Synergy_Loewe=-0.744, Synergy_HSA=-0.231. (2) Drug 1: CCCS(=O)(=O)NC1=C(C(=C(C=C1)F)C(=O)C2=CNC3=C2C=C(C=N3)C4=CC=C(C=C4)Cl)F. Cell line: MDA-MB-435. Drug 2: C1=C(C(=O)NC(=O)N1)N(CCCl)CCCl. Synergy scores: CSS=36.3, Synergy_ZIP=5.62, Synergy_Bliss=7.15, Synergy_Loewe=-6.65, Synergy_HSA=6.18. (3) Drug 1: C1=CC(=CC=C1C#N)C(C2=CC=C(C=C2)C#N)N3C=NC=N3. Drug 2: CCN(CC)CCNC(=O)C1=C(NC(=C1C)C=C2C3=C(C=CC(=C3)F)NC2=O)C. Cell line: 786-0. Synergy scores: CSS=-4.15, Synergy_ZIP=0.443, Synergy_Bliss=-2.05, Synergy_Loewe=-6.84, Synergy_HSA=-7.58. (4) Drug 1: CN1C2=C(C=C(C=C2)N(CCCl)CCCl)N=C1CCCC(=O)O.Cl. Drug 2: CC(C)(C#N)C1=CC(=CC(=C1)CN2C=NC=N2)C(C)(C)C#N. Cell line: SK-MEL-2. Synergy scores: CSS=-0.910, Synergy_ZIP=6.69, Synergy_Bliss=2.81, Synergy_Loewe=1.48, Synergy_HSA=1.89.